This data is from Reaction yield outcomes from USPTO patents with 853,638 reactions. The task is: Predict the reaction yield, written as a fraction of the theoretical maximum amount of product (1.0 means a 100% yield; for example, 0.34 means a 34% yield). (1) The reactants are [CH3:1][C:2]1([CH3:32])[CH2:11][C:10]2[C:5](=[CH:6][CH:7]=[C:8]([C:12]([O:14][CH3:15])=[O:13])[CH:9]=2)[N:4]=[C:3]1[C:16]1[CH:21]=[CH:20][CH:19]=[C:18]([S:22](=[O:31])(=[O:30])[NH:23][CH:24]2[CH2:28][CH2:27][N:26]([CH3:29])[CH2:25]2)[CH:17]=1. The catalyst is CO.O1CCCC1.[Pd]. The product is [CH3:1][C:2]1([CH3:32])[CH2:11][C:10]2[C:5](=[CH:6][CH:7]=[C:8]([C:12]([O:14][CH3:15])=[O:13])[CH:9]=2)[NH:4][CH:3]1[C:16]1[CH:21]=[CH:20][CH:19]=[C:18]([S:22](=[O:31])(=[O:30])[NH:23][CH:24]2[CH2:28][CH2:27][N:26]([CH3:29])[CH2:25]2)[CH:17]=1. The yield is 0.920. (2) The yield is 0.910. The reactants are [OH:1][C:2]1[CH:3]=[C:4]([CH:9]=[CH:10][C:11]=1[O:12][CH3:13])[C:5]([O:7][CH3:8])=[O:6].[CH2:14]1[CH2:19][CH:18]2[O:20][CH:17]2[CH2:16][CH2:15]1.[C:21]([O-])([O-])=O.[K+].[K+]. The catalyst is C(O)C.C(Cl)Cl. The product is [OH:20][CH:17]1[CH2:18][CH2:19][CH2:14][CH2:15][CH:16]1[O:1][C:2]1[CH:3]=[C:4]([CH:9]=[CH:10][C:11]=1[O:12][CH3:13])[C:5]([O:7][CH2:8][CH3:21])=[O:6]. (3) The reactants are Br[C:2]1(Br)[CH2:4][C:3]1(Br)[CH2:5][CH2:6][O:7][S:8]([C:11]1[CH:16]=[CH:15][CH:14]=[CH:13][CH:12]=1)(=[O:10])=[O:9].C[Li].O. The catalyst is C(OCC)C. The product is [C:11]1([S:8]([O:7][CH2:6][CH2:5][C:3]2[CH2:4][CH:2]=2)(=[O:10])=[O:9])[CH:12]=[CH:13][CH:14]=[CH:15][CH:16]=1. The yield is 0.700.